From a dataset of Full USPTO retrosynthesis dataset with 1.9M reactions from patents (1976-2016). Predict the reactants needed to synthesize the given product. (1) The reactants are: [CH3:1][O:2][C:3]1[CH:10]=[CH:9][CH:8]=[CH:7][C:4]=1[CH2:5][NH2:6].Cl[CH2:12][CH2:13][N:14]([CH2:37][CH2:38]Cl)[C:15]1[CH:35]=[C:34]([Cl:36])[C:18]2[O:19][C:20]3[C:29]([CH3:30])=[CH:28][C:27]([C:31]([OH:33])=[O:32])=[CH:26][C:21]=3[S:22](=[O:25])(=[O:24])[CH2:23][C:17]=2[CH:16]=1.[CH3:40]O. Given the product [CH3:40][O:33][C:31]([C:27]1[CH:28]=[C:29]([CH3:30])[C:20]2[O:19][C:18]3[C:34]([Cl:36])=[CH:35][C:15]([N:14]4[CH2:13][CH2:12][N:6]([CH2:5][C:4]5[CH:7]=[CH:8][CH:9]=[CH:10][C:3]=5[O:2][CH3:1])[CH2:38][CH2:37]4)=[CH:16][C:17]=3[CH2:23][S:22](=[O:25])(=[O:24])[C:21]=2[CH:26]=1)=[O:32], predict the reactants needed to synthesize it. (2) The reactants are: [CH3:1][O:2][C:3]([C:5]1[C:6]([OH:24])=[C:7]2[C:12](=[CH:13][N:14]=1)[N:11]([CH2:15][C:16]1[CH:21]=[CH:20][CH:19]=[CH:18][CH:17]=1)[C:10](=[O:22])[C:9](Br)=[CH:8]2)=[O:4].C([Sn](CCCC)(CCCC)[C:30]1[CH:35]=[CH:34][CH:33]=[C:32]([C:36]([F:39])([F:38])[F:37])[CH:31]=1)CCC.CCOC(C)=O.Cl. Given the product [CH3:1][O:2][C:3]([C:5]1[C:6]([OH:24])=[C:7]2[C:12](=[CH:13][N:14]=1)[N:11]([CH2:15][C:16]1[CH:21]=[CH:20][CH:19]=[CH:18][CH:17]=1)[C:10](=[O:22])[C:9]([C:30]1[CH:35]=[CH:34][CH:33]=[C:32]([C:36]([F:39])([F:38])[F:37])[CH:31]=1)=[CH:8]2)=[O:4], predict the reactants needed to synthesize it. (3) Given the product [Cl:23][C:7]1[N:6]2[CH:16]=[CH:17][N:18]=[C:5]2[C:4]([C:19]#[N:20])=[C:3]([CH2:1][CH3:2])[C:8]=1[CH2:9][CH2:10][CH2:11][CH2:12][CH2:13][CH3:14], predict the reactants needed to synthesize it. The reactants are: [CH2:1]([C:3]1[C:4]([C:19]#[N:20])=[C:5]2[NH:18][CH:17]=[CH:16][N:6]2[C:7](=O)[C:8]=1[CH2:9][CH2:10][CH2:11][CH2:12][CH2:13][CH3:14])[CH3:2].P(Cl)(Cl)([Cl:23])=O. (4) Given the product [CH3:42][CH2:43][CH2:44][C:45]1[CH:50]=[CH:49][C:48]2[C@:51]3([CH3:62])[C@@H:56]([CH2:57][CH2:58][C:47]=2[CH:46]=1)[C@@:55]([CH2:60][NH2:61])([CH3:59])[CH2:54][CH2:53][CH2:52]3.[CH2:40]([N:4]([CH2:2][CH3:3])[C:5](=[O:39])[C@H:6]([CH2:23][C:24]1[CH:29]=[CH:28][C:27]([NH:30][C:31]([C:33]2[CH:38]=[CH:37][CH:36]=[CH:35][N:34]=2)=[O:32])=[CH:26][CH:25]=1)[C:7]([NH:9][S:10]([C:13]1[CH:22]=[CH:21][C:20]2[C:15](=[CH:16][CH:17]=[CH:18][CH:19]=2)[CH:14]=1)(=[O:11])=[O:12])=[O:8])[CH3:41], predict the reactants needed to synthesize it. The reactants are: Cl.[CH2:2]([N:4]([CH2:40][CH3:41])[C:5](=[O:39])[CH:6]([CH2:23][C:24]1[CH:29]=[CH:28][C:27]([NH:30][C:31]([C:33]2[CH:38]=[CH:37][CH:36]=[CH:35][N:34]=2)=[O:32])=[CH:26][CH:25]=1)[C:7]([NH:9][S:10]([C:13]1[CH:22]=[CH:21][C:20]2[C:15](=[CH:16][CH:17]=[CH:18][CH:19]=2)[CH:14]=1)(=[O:12])=[O:11])=[O:8])[CH3:3].[CH3:42][CH2:43][CH2:44][C:45]1[CH:50]=[CH:49][C:48]2[C@:51]3([CH3:62])[C@@H:56]([CH2:57][CH2:58][C:47]=2[CH:46]=1)[C@@:55]([CH2:60][NH2:61])([CH3:59])[CH2:54][CH2:53][CH2:52]3. (5) Given the product [Br:12][CH2:11][CH2:10][CH2:9][CH2:8][CH2:7][CH2:6][CH2:5][CH2:4][CH2:3][CH2:2][C:13]#[CH:14], predict the reactants needed to synthesize it. The reactants are: Br[CH2:2][CH2:3][CH2:4][CH2:5][CH2:6][CH2:7][CH2:8][CH2:9][CH2:10][CH2:11][Br:12].[C-:13]#[C-:14].[Na+].[Na+]. (6) Given the product [CH3:20][C:18]1[CH:19]=[C:14]([CH:12]([N:9]2[C:10](=[O:11])[C:6]3[CH:5]=[CH:4][N:3]=[C:2]([C:27]([O:29][C:30]4[CH:35]=[CH:34][CH:33]=[CH:32][CH:31]=4)=[O:28])[C:7]=3[CH2:8]2)[CH3:13])[CH:15]=[N:16][C:17]=1[NH:21][CH2:22][C:23]([F:26])([F:25])[F:24], predict the reactants needed to synthesize it. The reactants are: Cl[C:2]1[C:7]2[CH2:8][N:9]([CH:12]([C:14]3[CH:15]=[N:16][C:17]([NH:21][CH2:22][C:23]([F:26])([F:25])[F:24])=[C:18]([CH3:20])[CH:19]=3)[CH3:13])[C:10](=[O:11])[C:6]=2[CH:5]=[CH:4][N:3]=1.[CH:27]([O:29][C:30]1[CH:35]=[CH:34][CH:33]=[CH:32][CH:31]=1)=[O:28]. (7) The reactants are: [Si]([O:8][CH:9]([C:27]1[CH:32]=[CH:31][CH:30]=[CH:29][CH:28]=1)[CH2:10][O:11][CH:12]1[CH2:17][CH2:16][CH:15]([NH:18][C:19](=[O:25])[O:20][C:21]([CH3:24])([CH3:23])[CH3:22])[CH2:14][CH:13]1[F:26])(C(C)(C)C)(C)C.[F-].C([N+](CCCC)(CCCC)CCCC)CCC. Given the product [F:26][CH:13]1[CH:12]([O:11][CH2:10][CH:9]([OH:8])[C:27]2[CH:28]=[CH:29][CH:30]=[CH:31][CH:32]=2)[CH2:17][CH2:16][CH:15]([NH:18][C:19](=[O:25])[O:20][C:21]([CH3:23])([CH3:22])[CH3:24])[CH2:14]1, predict the reactants needed to synthesize it. (8) Given the product [F:13][C:14]([F:25])([F:26])[O:15][C:16]1[CH:21]=[CH:20][C:19]([C:2]2[CH:11]=[C:10]3[C:5]([CH:6]=[N:7][NH:8][C:9]3=[O:12])=[CH:4][CH:3]=2)=[CH:18][CH:17]=1, predict the reactants needed to synthesize it. The reactants are: Br[C:2]1[CH:11]=[C:10]2[C:5]([CH:6]=[N:7][NH:8][C:9]2=[O:12])=[CH:4][CH:3]=1.[F:13][C:14]([F:26])([F:25])[O:15][C:16]1[CH:21]=[CH:20][C:19](B(O)O)=[CH:18][CH:17]=1.C(=O)([O-])[O-].[K+].[K+].